Dataset: Full USPTO retrosynthesis dataset with 1.9M reactions from patents (1976-2016). Task: Predict the reactants needed to synthesize the given product. (1) Given the product [CH2:1]([C:8]1[NH:26][C:11]2=[N:12][CH:13]=[C:14]([CH2:16][CH2:17][CH2:18][CH2:19][C:20]3[S:24][C:23]([NH2:25])=[N:22][N:21]=3)[CH:15]=[C:10]2[N:9]=1)[C:2]1[CH:7]=[CH:6][CH:5]=[CH:4][CH:3]=1, predict the reactants needed to synthesize it. The reactants are: [CH2:1]([C:8]1[NH:26][C:11]2=[N:12][CH:13]=[C:14]([C:16]#[C:17][CH2:18][CH2:19][C:20]3[S:24][C:23]([NH2:25])=[N:22][N:21]=3)[CH:15]=[C:10]2[N:9]=1)[C:2]1[CH:7]=[CH:6][CH:5]=[CH:4][CH:3]=1. (2) Given the product [Cl:1][C:2]1[CH:11]=[CH:10][C:9]([NH:12][CH3:13])=[CH:8][C:3]=1[C:4]([O:6][CH3:7])=[O:5], predict the reactants needed to synthesize it. The reactants are: [Cl:1][C:2]1[CH:11]=[CH:10][C:9]([NH2:12])=[CH:8][C:3]=1[C:4]([O:6][CH3:7])=[O:5].[C:13](=O)([O-])[O-].[K+].[K+].CI. (3) Given the product [CH3:33][S:30]([C:26]1[CH:25]=[C:24]([C:4]2[CH:5]=[CH:6][C:7]([N:8]3[CH:12]=[C:11]([C:13]4[O:14][N:43]=[C:42]([CH3:49])[N:41]=4)[N:10]=[C:9]3[CH2:16][C:17]3[CH:22]=[CH:21][CH:20]=[CH:19][C:18]=3[Cl:23])=[CH:2][CH:3]=2)[CH:29]=[CH:28][CH:27]=1)(=[O:31])=[O:32], predict the reactants needed to synthesize it. The reactants are: Cl[C:2]1[CH:3]=[C:4]([C:24]2[CH:29]=[CH:28][CH:27]=[C:26]([S:30]([CH3:33])(=[O:32])=[O:31])[CH:25]=2)[CH:5]=[CH:6][C:7]=1[N:8]1[CH:12]=[C:11]([C:13](O)=[O:14])[N:10]=[C:9]1[CH2:16][C:17]1[CH:22]=[CH:21][CH:20]=[CH:19][C:18]=1[Cl:23].BrC1C=CC([N:41]2C=C(C(O)=O)[N:43]=[C:42]2[C:49]2C=CC=CC=2Cl)=C(Cl)C=1.C(Cl)(=O)C(Cl)=O.C(=NO)(N)C.C([O-])([O-])=O.[K+].[K+]. (4) Given the product [ClH:21].[CH2:1]([O:3][C:4]([C:6]1([NH2:16])[CH2:9][CH:8]([CH3:10])[CH2:7]1)=[O:5])[CH3:2], predict the reactants needed to synthesize it. The reactants are: [CH2:1]([O:3][C:4]([C:6]1(C(O)=O)[CH2:9][CH:8]([CH3:10])[CH2:7]1)=[O:5])[CH3:2].C([N:16](CC)CC)C.[Cl:21]C(OCC(C)C)=O.[N-]=[N+]=[N-].[Na+]. (5) Given the product [CH2:1]([O:8][C@@H:9]1[C@@H:14]([O:15][CH2:16][C:17]2[CH:22]=[CH:21][CH:20]=[CH:19][CH:18]=2)[C@H:13]([O:23][CH2:24][C:25]2[CH:26]=[CH:27][CH:28]=[CH:29][CH:30]=2)[C@@H:12]([CH2:31][O:32][CH2:33][C:34]2[CH:39]=[CH:38][CH:37]=[CH:36][CH:35]=2)[O:11][C@:10]21[C:41]1[C:42](=[CH:43][C:44]([Cl:56])=[C:45]([CH2:47][C:48]3[CH:49]=[CH:50][C:51]([CH2:54][CH3:55])=[CH:52][CH:53]=3)[CH:46]=1)[CH:57]([OH:60])[CH2:58]2)[C:2]1[CH:7]=[CH:6][CH:5]=[CH:4][CH:3]=1, predict the reactants needed to synthesize it. The reactants are: [CH2:1]([O:8][C@@H:9]1[C@@H:14]([O:15][CH2:16][C:17]2[CH:22]=[CH:21][CH:20]=[CH:19][CH:18]=2)[C@H:13]([O:23][CH2:24][C:25]2[CH:30]=[CH:29][CH:28]=[CH:27][CH:26]=2)[C@@H:12]([CH2:31][O:32][CH2:33][C:34]2[CH:39]=[CH:38][CH:37]=[CH:36][CH:35]=2)[O:11][C@:10]1([C:41]1[CH:46]=[C:45]([CH2:47][C:48]2[CH:53]=[CH:52][C:51]([CH2:54][CH3:55])=[CH:50][CH:49]=2)[C:44]([Cl:56])=[CH:43][C:42]=1[CH:57]=[CH2:58])O)[C:2]1[CH:7]=[CH:6][CH:5]=[CH:4][CH:3]=1.C(O)(C(F)(F)F)=[O:60].O[Li].O. (6) The reactants are: OO.[C:3]([O:21][CH:22]1[CH2:27][C:26]([CH3:29])([CH3:28])[N:25]([OH:30])[C:24]([CH3:32])([CH3:31])[CH2:23]1)(=[O:20])[CH2:4][CH2:5][C:6]([O:8][CH:9]1[CH2:14][C:13]([CH3:16])([CH3:15])[N:12]([OH:17])[C:11]([CH3:19])([CH3:18])[CH2:10]1)=[O:7].S([O-])([O-])=O.[Na+].[Na+].[C:39]([OH:43])([CH3:42])([CH3:41])[CH3:40]. Given the product [C:3]([O:21][CH:22]1[CH2:27][C:26]([CH3:29])([CH3:28])[N:25]([O:30][CH2:40][C:39]([OH:43])([CH3:42])[CH3:41])[C:24]([CH3:32])([CH3:31])[CH2:23]1)(=[O:20])[CH2:4][CH2:5][C:6]([O:8][CH:9]1[CH2:14][C:13]([CH3:16])([CH3:15])[N:12]([O:17][CH2:40][C:39]([OH:43])([CH3:42])[CH3:41])[C:11]([CH3:19])([CH3:18])[CH2:10]1)=[O:7], predict the reactants needed to synthesize it. (7) Given the product [OH:28][CH2:27][CH2:26][CH2:25][N:22]1[CH2:23][CH2:24][C@@H:20]([C:17]2[CH:16]=[CH:15][C:14]([NH:13][S:10]([C:7]3[CH:6]=[CH:5][C:4]([CH:1]([CH3:3])[CH3:2])=[CH:9][CH:8]=3)(=[O:12])=[O:11])=[CH:19][CH:18]=2)[CH2:21]1, predict the reactants needed to synthesize it. The reactants are: [CH:1]([C:4]1[CH:9]=[CH:8][C:7]([S:10]([NH:13][C:14]2[CH:19]=[CH:18][C:17]([C@@H:20]3[CH2:24][CH2:23][N:22]([CH2:25][CH2:26][CH2:27][O:28]C(=O)C)[CH2:21]3)=[CH:16][CH:15]=2)(=[O:12])=[O:11])=[CH:6][CH:5]=1)([CH3:3])[CH3:2].[OH-].[Li+].